Dataset: Forward reaction prediction with 1.9M reactions from USPTO patents (1976-2016). Task: Predict the product of the given reaction. (1) The product is: [C:1]([O:5][C:6]([N:8]1[C:16]2[C:11](=[CH:12][CH:13]=[C:14]([NH:17][C:31]3[CH:36]=[CH:35][CH:34]=[CH:33][CH:32]=3)[CH:15]=2)[C:10]([C:18]2[N:19]([C:23]([O:25][C:26]([CH3:29])([CH3:28])[CH3:27])=[O:24])[CH:20]=[CH:21][CH:22]=2)=[N:9]1)=[O:7])([CH3:4])([CH3:3])[CH3:2]. Given the reactants [C:1]([O:5][C:6]([N:8]1[C:16]2[C:11](=[CH:12][CH:13]=[C:14]([NH2:17])[CH:15]=2)[C:10]([C:18]2[N:19]([C:23]([O:25][C:26]([CH3:29])([CH3:28])[CH3:27])=[O:24])[CH:20]=[CH:21][CH:22]=2)=[N:9]1)=[O:7])([CH3:4])([CH3:3])[CH3:2].Br[C:31]1[CH:36]=[CH:35][CH:34]=[CH:33][CH:32]=1, predict the reaction product. (2) Given the reactants [OH:1][CH2:2][C:3]([CH3:14])([CH2:9][CH2:10][CH2:11][CH:12]=[CH2:13])[CH2:4][CH2:5][CH2:6][CH:7]=[CH2:8].[C:15](O)(=[O:17])[CH3:16], predict the reaction product. The product is: [C:15]([O:1][CH2:2][C:3]([CH3:14])([CH2:9][CH2:10][CH2:11][CH:12]=[CH2:13])[CH2:4][CH2:5][CH2:6][CH:7]=[CH2:8])(=[O:17])[CH3:16]. (3) Given the reactants [Cl:1][C:2]1[CH:10]=[C:9]([Cl:11])[CH:8]=[CH:7][C:3]=1[C:4]([OH:6])=O.[C:12]1([CH:18]([C:21]2[CH:22]=[N:23][C:24]([C:27]([F:30])([F:29])[F:28])=[CH:25][CH:26]=2)[CH2:19][NH2:20])[CH:17]=[CH:16][CH:15]=[CH:14][CH:13]=1, predict the reaction product. The product is: [Cl:1][C:2]1[CH:10]=[C:9]([Cl:11])[CH:8]=[CH:7][C:3]=1[C:4]([NH:20][CH2:19][CH:18]([C:12]1[CH:13]=[CH:14][CH:15]=[CH:16][CH:17]=1)[C:21]1[CH:22]=[N:23][C:24]([C:27]([F:30])([F:28])[F:29])=[CH:25][CH:26]=1)=[O:6]. (4) Given the reactants N1C=CC=CC=1.Cl[C:8]([O:10][CH:11]([Cl:13])[CH3:12])=[O:9].[C:14]([O:19][CH2:20][CH2:21][OH:22])(=[O:18])[C:15]([CH3:17])=[CH2:16], predict the reaction product. The product is: [C:8](=[O:9])([O:22][CH2:21][CH2:20][O:19][C:14](=[O:18])[C:15]([CH3:17])=[CH2:16])[O:10][CH:11]([Cl:13])[CH3:12]. (5) Given the reactants C([O:3][C:4]([C:6]1[N:11]=[C:10]2[CH:12]=[CH:13][N:14]([CH2:15][CH:16]([F:18])[F:17])[C:9]2=[CH:8][C:7]=1[Cl:19])=[O:5])C.[OH-].[Na+], predict the reaction product. The product is: [Cl:19][C:7]1[CH:8]=[C:9]2[N:14]([CH2:15][CH:16]([F:17])[F:18])[CH:13]=[CH:12][C:10]2=[N:11][C:6]=1[C:4]([OH:5])=[O:3].